This data is from Forward reaction prediction with 1.9M reactions from USPTO patents (1976-2016). The task is: Predict the product of the given reaction. Given the reactants [C:1]([O:5][C:6]([N:8]1[CH2:13][CH2:12][CH:11]([C:14]2[C:18]([C:19](OC)=[O:20])=[CH:17][S:16][CH:15]=2)[CH2:10][CH2:9]1)=[O:7])([CH3:4])([CH3:3])[CH3:2].[H-].[H-].[H-].[H-].[Li+].[Al+3], predict the reaction product. The product is: [C:1]([O:5][C:6]([N:8]1[CH2:13][CH2:12][CH:11]([C:14]2[C:18]([CH2:19][OH:20])=[CH:17][S:16][CH:15]=2)[CH2:10][CH2:9]1)=[O:7])([CH3:4])([CH3:2])[CH3:3].